This data is from Forward reaction prediction with 1.9M reactions from USPTO patents (1976-2016). The task is: Predict the product of the given reaction. (1) Given the reactants [Br:1][C:2]1[S:6][C:5]([NH:7][C:8]([NH:10][S:11]([C:14]2[C:22]3[C:17](=[C:18]([O:23][CH2:24][C:25]([O:27]CC)=O)[CH:19]=[CH:20][CH:21]=3)[N:16]([CH3:30])[CH:15]=2)(=[O:13])=[O:12])=[O:9])=[N:4][CH:3]=1.[NH3:31].CO, predict the reaction product. The product is: [Br:1][C:2]1[S:6][C:5]([NH:7][C:8]([NH:10][S:11]([C:14]2[C:22]3[C:17](=[C:18]([O:23][CH2:24][C:25]([NH2:31])=[O:27])[CH:19]=[CH:20][CH:21]=3)[N:16]([CH3:30])[CH:15]=2)(=[O:12])=[O:13])=[O:9])=[N:4][CH:3]=1. (2) Given the reactants O.[OH-].[Li+].[F:4][C:5]1[CH:10]=[CH:9][C:8]([NH:11][C:12]2[C:13]3[C:20]([CH3:21])=[C:19]([C:22]([O:24]C)=[O:23])[S:18][C:14]=3[N:15]=[CH:16][N:17]=2)=[C:7]([O:26][CH:27]2[CH2:32][CH2:31][NH:30][CH2:29][CH2:28]2)[CH:6]=1.Cl, predict the reaction product. The product is: [F:4][C:5]1[CH:10]=[CH:9][C:8]([NH:11][C:12]2[C:13]3[C:20]([CH3:21])=[C:19]([C:22]([OH:24])=[O:23])[S:18][C:14]=3[N:15]=[CH:16][N:17]=2)=[C:7]([O:26][CH:27]2[CH2:28][CH2:29][NH:30][CH2:31][CH2:32]2)[CH:6]=1. (3) Given the reactants [F:1][C:2]1[CH:10]=[C:9]2[C:5]([CH2:6][CH2:7][N:8]2[CH:11]2[CH2:16][CH2:15][N:14]([C:17]3[N:18]=[N:19][C:20]([C:23]4[CH:24]=[N:25][N:26]([CH3:28])[CH:27]=4)=[CH:21][CH:22]=3)[CH2:13][CH2:12]2)=[CH:4][CH:3]=1.C(C1C(=O)C(Cl)=C(Cl)C(=O)C=1C#N)#N.CCOC(C)=O, predict the reaction product. The product is: [F:1][C:2]1[CH:10]=[C:9]2[C:5]([CH:6]=[CH:7][N:8]2[CH:11]2[CH2:16][CH2:15][N:14]([C:17]3[N:18]=[N:19][C:20]([C:23]4[CH:24]=[N:25][N:26]([CH3:28])[CH:27]=4)=[CH:21][CH:22]=3)[CH2:13][CH2:12]2)=[CH:4][CH:3]=1.